Dataset: Peptide-MHC class I binding affinity with 185,985 pairs from IEDB/IMGT. Task: Regression. Given a peptide amino acid sequence and an MHC pseudo amino acid sequence, predict their binding affinity value. This is MHC class I binding data. (1) The peptide sequence is TTGSIIKLR. The MHC is HLA-A03:01 with pseudo-sequence HLA-A03:01. The binding affinity (normalized) is 0.0847. (2) The peptide sequence is MRNTIMASK. The MHC is HLA-A02:01 with pseudo-sequence HLA-A02:01. The binding affinity (normalized) is 0.0847.